Task: Predict the reactants needed to synthesize the given product.. Dataset: Full USPTO retrosynthesis dataset with 1.9M reactions from patents (1976-2016) (1) Given the product [CH2:1]([O:8][C:9]([C@@H:10]([NH:11][CH2:18][CH2:17][CH2:23][S:20]([OH:22])(=[O:21])=[O:19])[CH:12]([CH3:13])[CH2:14][CH3:15])=[O:16])[C:2]1[CH:7]=[CH:6][CH:5]=[CH:4][CH:3]=1, predict the reactants needed to synthesize it. The reactants are: [CH2:1]([O:8][C:9](=[O:16])[C@H:10]([C@H:12]([CH2:14][CH3:15])[CH3:13])[NH2:11])[C:2]1[CH:7]=[CH:6][CH:5]=[CH:4][CH:3]=1.[CH2:17]1[CH2:23][S:20](=[O:22])(=[O:21])[O:19][CH2:18]1. (2) Given the product [NH2:35][CH2:34][CH2:33][CH2:32][CH2:31][N:15]([CH2:14][C:13]1[CH:12]=[CH:11][C:10]([CH2:9][NH:8][CH2:1][C:2]2[CH:3]=[CH:4][CH:5]=[CH:6][CH:7]=2)=[CH:44][CH:43]=1)[C:16]([NH:18][C@H:19]([C:21]1[C:30]2[C:25](=[CH:26][CH:27]=[CH:28][CH:29]=2)[CH:24]=[CH:23][CH:22]=1)[CH3:20])=[O:17], predict the reactants needed to synthesize it. The reactants are: [CH2:1]([NH:8][CH2:9][C:10]1[CH:44]=[CH:43][C:13]([CH2:14][N:15]([CH2:31][CH2:32][CH2:33][CH2:34][NH:35]C(=O)OC(C)(C)C)[C:16]([NH:18][C@H:19]([C:21]2[C:30]3[C:25](=[CH:26][CH:27]=[CH:28][CH:29]=3)[CH:24]=[CH:23][CH:22]=2)[CH3:20])=[O:17])=[CH:12][CH:11]=1)[C:2]1[CH:7]=[CH:6][CH:5]=[CH:4][CH:3]=1.S(Cl)(Cl)=O.C1(N)C(F)=C(F)C(F)=C(N)C=1F.Cl.Cl. (3) Given the product [C:1]1([C:7]([NH:9][C:10]2[CH:11]=[CH:12][C:13]([CH:16]3[C:25]([CH3:27])([CH3:26])[CH2:24][C:23]4[C:18](=[CH:19][CH:20]=[C:21]([C:28]([OH:30])=[O:29])[CH:22]=4)[NH:17]3)=[CH:14][CH:15]=2)=[O:8])[CH2:6][CH2:5][CH2:4][CH2:3][CH:2]=1, predict the reactants needed to synthesize it. The reactants are: [C:1]1([C:7]([NH:9][C:10]2[CH:15]=[CH:14][C:13]([CH:16]3[C:25]([CH3:27])([CH3:26])[CH2:24][C:23]4[C:18](=[CH:19][CH:20]=[C:21]([C:28]([O:30]C)=[O:29])[CH:22]=4)[NH:17]3)=[CH:12][CH:11]=2)=[O:8])[CH2:6][CH2:5][CH2:4][CH2:3][CH:2]=1.[OH-].[Na+]. (4) Given the product [C:4]([O:8][C:9]([NH:11][CH2:12][C@@:13]([NH2:18])([CH2:2][CH3:3])[C:14]([O:16][CH3:17])=[O:15])=[O:10])([CH3:7])([CH3:6])[CH3:5], predict the reactants needed to synthesize it. The reactants are: I[CH2:2][CH3:3].[C:4]([O:8][C:9]([NH:11][CH2:12][C@H:13]([NH:18]CC)[C:14]([O:16][CH3:17])=[O:15])=[O:10])([CH3:7])([CH3:6])[CH3:5]. (5) Given the product [Cl:1][C:2]1[CH:17]=[C:16]([Cl:18])[C:15]([I:19])=[CH:14][C:3]=1[O:4][CH2:5][C:6]1[CH:7]=[CH:8][C:9]([CH:12]=[O:13])=[CH:10][CH:11]=1, predict the reactants needed to synthesize it. The reactants are: [Cl:1][C:2]1[CH:17]=[C:16]([Cl:18])[C:15]([I:19])=[CH:14][C:3]=1[O:4][CH2:5][C:6]1[CH:11]=[CH:10][C:9]([CH2:12][OH:13])=[CH:8][CH:7]=1. (6) Given the product [CH3:15][C:14]1[O:13][N:12]=[CH:11][C:10]=1[C:8]([N:4]1[CH2:5][CH2:6][CH2:7][C@H:2]([N:24]2[N:25]=[N:26][C:22]([C:16]3[CH:21]=[CH:20][CH:19]=[CH:18][CH:17]=3)=[N:23]2)[CH2:3]1)=[O:9], predict the reactants needed to synthesize it. The reactants are: O[C@@H:2]1[CH2:7][CH2:6][CH2:5][N:4]([C:8]([C:10]2[CH:11]=[N:12][O:13][C:14]=2[CH3:15])=[O:9])[CH2:3]1.[C:16]1([C:22]2[NH:26][N:25]=[N:24][N:23]=2)[CH:21]=[CH:20][CH:19]=[CH:18][CH:17]=1. (7) Given the product [NH2:1][C:2]1[CH:3]=[CH:4][C:5]([N:12]2[CH2:17][CH2:16][O:15][CH2:14][CH2:13]2)=[C:6]([CH2:7][OH:8])[CH:11]=1, predict the reactants needed to synthesize it. The reactants are: [NH2:1][C:2]1[CH:3]=[CH:4][C:5]([N:12]2[CH2:17][CH2:16][O:15][CH2:14][CH2:13]2)=[C:6]([CH:11]=1)[C:7](OC)=[O:8].[H-].[Al+3].[Li+].[H-].[H-].[H-].O.[OH-].[Na+]. (8) Given the product [C:1]([O:5][C:6]([N:8]1[CH2:13][CH2:12][C@:11]([OH:39])([C:14]2[CH:19]=[CH:18][C:17]([O:20][CH2:21][CH2:22][CH2:23][O:24][CH3:25])=[CH:16][C:15]=2[CH2:26][CH2:27][O:28][Si:29]([CH:36]([CH3:38])[CH3:37])([CH:33]([CH3:34])[CH3:35])[CH:30]([CH3:31])[CH3:32])[C@@H:10]([O:40][CH2:44][C:45]2[CH:46]=[CH:47][C:48]3[O:53][CH2:52][C:51](=[O:54])[N:50]([CH2:55][CH2:56][CH2:57][O:58][CH3:59])[C:49]=3[CH:60]=2)[CH2:9]1)=[O:7])([CH3:4])([CH3:3])[CH3:2], predict the reactants needed to synthesize it. The reactants are: [C:1]([O:5][C:6]([N:8]1[CH2:13][CH2:12][C@:11]([OH:39])([C:14]2[CH:19]=[CH:18][C:17]([O:20][CH2:21][CH2:22][CH2:23][O:24][CH3:25])=[CH:16][C:15]=2[CH2:26][CH2:27][O:28][Si:29]([CH:36]([CH3:38])[CH3:37])([CH:33]([CH3:35])[CH3:34])[CH:30]([CH3:32])[CH3:31])[C@@H:10]([OH:40])[CH2:9]1)=[O:7])([CH3:4])([CH3:3])[CH3:2].[H-].[Na+].Br[CH2:44][C:45]1[CH:46]=[CH:47][C:48]2[O:53][CH2:52][C:51](=[O:54])[N:50]([CH2:55][CH2:56][CH2:57][O:58][CH3:59])[C:49]=2[CH:60]=1.C([O-])(O)=O.[Na+]. (9) Given the product [Cl:17][C:18]1[CH:26]=[C:25]([Cl:27])[CH:24]=[CH:23][C:19]=1[C:20]([NH:10][S:7]([C:1]1[CH:6]=[CH:5][CH:4]=[CH:3][CH:2]=1)(=[O:9])=[O:8])=[O:21], predict the reactants needed to synthesize it. The reactants are: [C:1]1([S:7]([NH2:10])(=[O:9])=[O:8])[CH:6]=[CH:5][CH:4]=[CH:3][CH:2]=1.C(=O)([O-])[O-].[K+].[K+].[Cl:17][C:18]1[CH:26]=[C:25]([Cl:27])[CH:24]=[CH:23][C:19]=1[C:20](Cl)=[O:21].Cl.